Dataset: Catalyst prediction with 721,799 reactions and 888 catalyst types from USPTO. Task: Predict which catalyst facilitates the given reaction. (1) Reactant: [Br:1][C:2]1[CH:3]=[CH:4][C:5]2[N:9]=[N:8][N:7]([CH2:10][C:11]3[CH:12]=[CH:13][C:14]4[N:15]([CH:17]=[C:18]([C:20]([O:22]CC)=[O:21])[N:19]=4)[N:16]=3)[C:6]=2[CH:25]=1.[Li+].[OH-]. Product: [Br:1][C:2]1[CH:3]=[CH:4][C:5]2[N:9]=[N:8][N:7]([CH2:10][C:11]3[CH:12]=[CH:13][C:14]4[N:15]([CH:17]=[C:18]([C:20]([OH:22])=[O:21])[N:19]=4)[N:16]=3)[C:6]=2[CH:25]=1. The catalyst class is: 72. (2) Reactant: COC1C=C(OC)C=CC=1C[N:6]1[C:14](=[O:15])[C:13]2[C:12]([NH:16][C:17]3[CH:18]=[C:19]([CH3:23])[CH:20]=[CH:21][CH:22]=3)=[N:11][C:10]([NH:24][C@@H:25]3[CH2:30][CH2:29][CH2:28][CH2:27][C@@H:26]3[NH:31]C(=O)OC(C)(C)C)=[N:9][C:8]=2[CH2:7]1. Product: [NH2:31][C@H:26]1[CH2:27][CH2:28][CH2:29][CH2:30][C@H:25]1[NH:24][C:10]1[N:11]=[C:12]([NH:16][C:17]2[CH:18]=[C:19]([CH3:23])[CH:20]=[CH:21][CH:22]=2)[C:13]2[C:14](=[O:15])[NH:6][CH2:7][C:8]=2[N:9]=1. The catalyst class is: 67.